This data is from Reaction yield outcomes from USPTO patents with 853,638 reactions. The task is: Predict the reaction yield, written as a fraction of the theoretical maximum amount of product (1.0 means a 100% yield; for example, 0.34 means a 34% yield). (1) The catalyst is ClCCl.[O-2].[O-2].[Mn+4]. The product is [O:1]1[C:5]2=[CH:6][N:7]=[C:8]([CH:10]=[O:11])[CH:9]=[C:4]2[CH2:3][CH2:2]1. The yield is 0.700. The reactants are [O:1]1[C:5]2=[CH:6][N:7]=[C:8]([CH2:10][OH:11])[CH:9]=[C:4]2[CH2:3][CH2:2]1. (2) The reactants are [NH2:1][C:2]1[CH:10]=[CH:9][C:5]([C:6]([OH:8])=O)=[CH:4][CH:3]=1.[CH2:11]1[C@H:20]2[C@H:15]([CH2:16][CH2:17][C:18]3[CH:24]=[CH:23][CH:22]=[CH:21][C:19]=32)[NH:14][CH2:13][CH2:12]1.F[P-](F)(F)(F)(F)F.N1(OC(N(C)C)=[N+](C)C)C2N=CC=CC=2N=N1. No catalyst specified. The product is [NH2:1][C:2]1[CH:3]=[CH:4][C:5]([C:6]([N:14]2[C@@H:15]3[C@@H:20]([C:19]4[CH:21]=[CH:22][CH:23]=[CH:24][C:18]=4[CH2:17][CH2:16]3)[CH2:11][CH2:12][CH2:13]2)=[O:8])=[CH:9][CH:10]=1. The yield is 0.660.